From a dataset of Full USPTO retrosynthesis dataset with 1.9M reactions from patents (1976-2016). Predict the reactants needed to synthesize the given product. (1) Given the product [Br:12][C:7]1[CH:6]=[C:5]([CH3:9])[C:4]([NH2:10])=[C:3]([CH2:1][CH3:2])[CH:8]=1, predict the reactants needed to synthesize it. The reactants are: [CH2:1]([C:3]1[CH:8]=[CH:7][CH:6]=[C:5]([CH3:9])[C:4]=1[NH2:10])[CH3:2].O.[Br:12]Br. (2) Given the product [C:1]([C:5]1[CH:6]=[CH:7][C:8]([S:11]([NH:14][C:15]2[CH:20]=[CH:19][C:18]([Cl:21])=[CH:17][C:16]=2[N:22]2[CH:26]=[C:25]([CH:27]=[O:28])[CH:24]=[N:23]2)(=[O:13])=[O:12])=[CH:9][CH:10]=1)([CH3:4])([CH3:2])[CH3:3], predict the reactants needed to synthesize it. The reactants are: [C:1]([C:5]1[CH:10]=[CH:9][C:8]([S:11]([NH:14][C:15]2[CH:20]=[CH:19][C:18]([Cl:21])=[CH:17][C:16]=2[N:22]2[CH:26]=[C:25]([CH2:27][OH:28])[CH:24]=[N:23]2)(=[O:13])=[O:12])=[CH:7][CH:6]=1)([CH3:4])([CH3:3])[CH3:2].CC(OI1(OC(C)=O)(OC(C)=O)OC(=O)C2C=CC=CC1=2)=O.[O-]S([O-])(=S)=O.[Na+].[Na+].C([O-])(O)=O.[Na+]. (3) Given the product [OH:19][C:20]12[CH2:29][CH:24]3[CH2:25][CH:26]([CH2:28][CH:22]([CH:23]3[N:30]([CH3:31])[C:14](=[O:16])[C:13]3[CH:12]=[CH:11][C:10]([O:9][CH2:8][CH2:7][CH:4]4[CH2:3][CH2:2][O:1][CH2:6][CH2:5]4)=[CH:18][CH:17]=3)[CH2:21]1)[CH2:27]2, predict the reactants needed to synthesize it. The reactants are: [O:1]1[CH2:6][CH2:5][CH:4]([CH2:7][CH2:8][O:9][C:10]2[CH:18]=[CH:17][C:13]([C:14]([OH:16])=O)=[CH:12][CH:11]=2)[CH2:3][CH2:2]1.[OH:19][C:20]12[CH2:29][CH:24]3[CH2:25][CH:26]([CH2:28][CH:22]([CH:23]3[NH:30][CH3:31])[CH2:21]1)[CH2:27]2. (4) Given the product [Cl:6][C:7]1[CH:8]=[CH:9][C:10]2[NH:16][C:15](=[S:48])[C@@H:14]([CH2:18][C:19]3[O:20][C:21]([CH2:24][CH2:25][CH2:26][C:27]([O:29][CH3:30])=[O:28])=[CH:22][N:23]=3)[O:13][C@H:12]([C:31]3[CH:36]=[CH:35][CH:34]=[C:33]([O:37][CH3:38])[C:32]=3[O:39][CH3:40])[C:11]=2[CH:41]=1, predict the reactants needed to synthesize it. The reactants are: O1CCCC1.[Cl:6][C:7]1[CH:8]=[CH:9][C:10]2[NH:16][C:15](=O)[C@@H:14]([CH2:18][C:19]3[O:20][C:21]([CH2:24][CH2:25][CH2:26][C:27]([O:29][CH3:30])=[O:28])=[CH:22][N:23]=3)[O:13][C@H:12]([C:31]3[CH:36]=[CH:35][CH:34]=[C:33]([O:37][CH3:38])[C:32]=3[O:39][CH3:40])[C:11]=2[CH:41]=1.C(=O)([O-])O.[Na+].P12(SP3(SP(SP(S3)(S1)=S)(=S)S2)=S)=[S:48].